From a dataset of Catalyst prediction with 721,799 reactions and 888 catalyst types from USPTO. Predict which catalyst facilitates the given reaction. (1) Reactant: Cl[C:2]1[C:3]2[S:10][CH:9]=[C:8]([C:11]([NH:13][C:14]3[C:19]([Cl:20])=[CH:18][CH:17]=[C:16]([NH:21][S:22]([CH2:25][CH2:26][CH3:27])(=[O:24])=[O:23])[C:15]=3[Cl:28])=[O:12])[C:4]=2[N:5]=[CH:6][N:7]=1.Cl.[O:30](N)[CH3:31].C([N:36](CC)C(C)C)(C)C. Product: [Cl:28][C:15]1[C:16]([NH:21][S:22]([CH2:25][CH2:26][CH3:27])(=[O:24])=[O:23])=[CH:17][CH:18]=[C:19]([Cl:20])[C:14]=1[NH:13][C:11]([C:8]1[C:4]2[N:5]=[C:6]([NH2:36])[N:7]=[C:2]([O:30][CH3:31])[C:3]=2[S:10][CH:9]=1)=[O:12]. The catalyst class is: 32. (2) Reactant: Cl[CH2:2][C:3](Cl)=[O:4].[NH2:6][C:7]1[C:12]([F:13])=[C:11]([CH2:14][CH2:15][Cl:16])[CH:10]=[CH:9][C:8]=1[OH:17].C(=O)([O-])O.[Na+].C(=O)([O-])[O-].[K+].[K+]. Product: [Cl:16][CH2:15][CH2:14][C:11]1[CH:10]=[CH:9][C:8]2[O:17][CH2:2][C:3](=[O:4])[NH:6][C:7]=2[C:12]=1[F:13]. The catalyst class is: 56. (3) Reactant: [OH:1][C:2]1[C:3]([O:25][CH3:26])=[CH:4][C:5]([C:16]([N:18]2[CH2:22][CH2:21][CH2:20][C@H:19]2[CH2:23][OH:24])=[O:17])=[C:6]([NH:8][C:9](=[O:15])[O:10][C:11]([CH3:14])([CH3:13])[CH3:12])[CH:7]=1.Br[CH2:28][CH2:29][CH2:30][CH2:31][CH2:32][C:33]([O:35][CH2:36][C:37]([Cl:40])([Cl:39])[Cl:38])=[O:34].C([O-])([O-])=O.[K+].[K+]. Product: [C:11]([O:10][C:9]([NH:8][C:6]1[C:5]([C:16]([N:18]2[CH2:22][CH2:21][CH2:20][C@H:19]2[CH2:23][OH:24])=[O:17])=[CH:4][C:3]([O:25][CH3:26])=[C:2]([CH:7]=1)[O:1][CH2:28][CH2:29][CH2:30][CH2:31][CH2:32][C:33]([O:35][CH2:36][C:37]([Cl:38])([Cl:39])[Cl:40])=[O:34])=[O:15])([CH3:14])([CH3:13])[CH3:12]. The catalyst class is: 44. (4) Reactant: [NH2:1][C:2]1[CH:3]=[CH:4][C:5]([CH2:8][C:9]([O:11][CH2:12][CH3:13])=[O:10])=[N:6][CH:7]=1.[C:14](O[C:14]([O:16][C:17]([CH3:20])([CH3:19])[CH3:18])=[O:15])([O:16][C:17]([CH3:20])([CH3:19])[CH3:18])=[O:15]. Product: [C:17]([O:16][C:14]([NH:1][C:2]1[CH:3]=[CH:4][C:5]([CH2:8][C:9]([O:11][CH2:12][CH3:13])=[O:10])=[N:6][CH:7]=1)=[O:15])([CH3:20])([CH3:19])[CH3:18]. The catalyst class is: 12. (5) Reactant: [NH2:1][C:2]1[C:3]([C:15]([NH2:17])=[O:16])=[CH:4][C:5]2[C:13]3[C:8](=[CH:9][CH:10]=[CH:11][CH:12]=3)[NH:7][C:6]=2[N:14]=1.[CH3:18][C:19]1([O:22][CH2:21]1)[CH3:20].C(=O)([O-])[O-].[Cs+].[Cs+]. Product: [NH2:1][C:2]1[C:3]([C:15]([NH2:17])=[O:16])=[CH:4][C:5]2[C:13]3[C:8](=[CH:9][CH:10]=[CH:11][CH:12]=3)[N:7]([CH2:18][C:19]([OH:22])([CH3:21])[CH3:20])[C:6]=2[N:14]=1. The catalyst class is: 9. (6) Reactant: [H-].[H-].[H-].[H-].[Li+].[Al+3].[CH3:7][C:8](=[CH:11][CH:12]([CH3:18])[CH2:13][CH:14]=[C:15]([CH3:17])[CH3:16])[CH:9]=[O:10].O.[OH-].[Na+]. Product: [CH3:7][C:8](=[CH:11][CH:12]([CH3:18])[CH2:13][CH:14]=[C:15]([CH3:17])[CH3:16])[CH2:9][OH:10]. The catalyst class is: 1. (7) Reactant: C([O:3][C:4]([C:6]1[O:7][C:8]([CH:11]2[CH2:16][CH2:15][CH2:14][CH:13]([NH:17][C@@H:18]([C:20]3[C:29]4[C:24](=[CH:25][CH:26]=[CH:27][CH:28]=4)[CH:23]=[CH:22][CH:21]=3)[CH3:19])[CH2:12]2)=[CH:9][CH:10]=1)=[O:5])C.[Li+].[OH-]. Product: [C:20]1([C@H:18]([NH:17][CH:13]2[CH2:14][CH2:15][CH2:16][CH:11]([C:8]3[O:7][C:6]([C:4]([OH:5])=[O:3])=[CH:10][CH:9]=3)[CH2:12]2)[CH3:19])[C:29]2[C:24](=[CH:25][CH:26]=[CH:27][CH:28]=2)[CH:23]=[CH:22][CH:21]=1. The catalyst class is: 24. (8) Reactant: [CH3:1][C:2]1([CH3:16])[C:6]([CH3:8])([CH3:7])[O:5][B:4]([C:9]2[CH:14]=[CH:13][C:12]([OH:15])=[CH:11][CH:10]=2)[O:3]1.[H-].[Na+].Cl[CH2:20][CH2:21][N:22]([CH3:24])[CH3:23]. Product: [CH3:23][N:22]([CH3:24])[CH2:21][CH2:20][O:15][C:12]1[CH:13]=[CH:14][C:9]([B:4]2[O:3][C:2]([CH3:16])([CH3:1])[C:6]([CH3:7])([CH3:8])[O:5]2)=[CH:10][CH:11]=1. The catalyst class is: 3.